This data is from Catalyst prediction with 721,799 reactions and 888 catalyst types from USPTO. The task is: Predict which catalyst facilitates the given reaction. (1) Reactant: [F:1][CH:2]([F:32])[C:3]1[N:8]=[CH:7][C:6]([S:9]([CH:12]([C:23]2[C:28]([F:29])=[CH:27][CH:26]=[C:25]([F:30])[C:24]=2[F:31])[C:13]2[C:14]([CH3:22])=[CH:15][C:16]([C:19]([NH2:21])=[O:20])=[N:17][CH:18]=2)(=[O:11])=[O:10])=[CH:5][CH:4]=1.C=O.[OH-].[Na+].[C:37](OCC)(=[O:39])C. Product: [F:32][CH:2]([F:1])[C:3]1[N:8]=[CH:7][C:6]([S:9]([CH:12]([C:23]2[C:28]([F:29])=[CH:27][CH:26]=[C:25]([F:30])[C:24]=2[F:31])[C:13]2[C:14]([CH3:22])=[CH:15][C:16]([C:19]([NH:21][CH2:37][OH:39])=[O:20])=[N:17][CH:18]=2)(=[O:10])=[O:11])=[CH:5][CH:4]=1. The catalyst class is: 57. (2) Product: [CH3:62][S:63]([C:66]1[CH:73]=[CH:72][C:69]([CH2:70][NH:71][C:23]([C:22]2[C:16]3[NH:15][C:14]([NH:13][C:11]([C:3]4[N:2]=[CH:1][C:10]5[C:5]([CH:4]=4)=[CH:6][CH:7]=[CH:8][CH:9]=5)=[O:12])=[N:18][C:17]=3[CH:19]=[CH:20][C:21]=2[O:26][CH3:27])=[O:24])=[CH:68][CH:67]=1)(=[O:64])=[O:65]. Reactant: [CH:1]1[C:10]2[C:5](=[CH:6][CH:7]=[CH:8][CH:9]=2)[CH:4]=[C:3]([C:11]([NH:13][C:14]2[NH:18][C:17]3[CH:19]=[CH:20][C:21]([O:26][CH3:27])=[C:22]([C:23](O)=[O:24])[C:16]=3[N:15]=2)=[O:12])[N:2]=1.CN(C(ON1N=NC2C=CC=CC1=2)=[N+](C)C)C.F[P-](F)(F)(F)(F)F.CCN(C(C)C)C(C)C.Cl.[CH3:62][S:63]([C:66]1[CH:73]=[CH:72][C:69]([CH2:70][NH2:71])=[CH:68][CH:67]=1)(=[O:65])=[O:64]. The catalyst class is: 163. (3) Reactant: Br[C:2]1[CH:7]=[CH:6][C:5]([C:8]2[N:9]=[CH:10][C:11]([NH2:14])=[N:12][CH:13]=2)=[C:4]([F:15])[C:3]=1[F:16].[CH3:17][S:18]([C:21]1[CH:26]=[CH:25][CH:24]=[CH:23][C:22]=1B(O)O)(=[O:20])=[O:19].C([O-])([O-])=O.[K+].[K+].C(Cl)Cl. Product: [F:16][C:3]1[C:4]([F:15])=[C:5]([C:8]2[N:9]=[CH:10][C:11]([NH2:14])=[N:12][CH:13]=2)[CH:6]=[CH:7][C:2]=1[C:22]1[CH:23]=[CH:24][CH:25]=[CH:26][C:21]=1[S:18]([CH3:17])(=[O:20])=[O:19]. The catalyst class is: 140. (4) Reactant: [CH3:1][N:2]1[CH2:7][CH2:6][N:5](C(OCCCC2C=CC=CC=2)=O)[C@H:4]([C:20]([O-:22])=[O:21])[CH2:3]1.[H][H].[CH3:25][CH2:26]O. Product: [CH3:1][N:2]1[CH2:7][CH2:6][NH:5][C@H:4]([C:20]([O:22][CH2:25][CH3:26])=[O:21])[CH2:3]1. The catalyst class is: 45. (5) Reactant: [Cl:1][C:2]1[CH:7]=[CH:6][C:5]([N:8]2[CH2:12][CH2:11][CH2:10][C@@:9]2([CH3:16])[C:13]([OH:15])=O)=[CH:4][CH:3]=1.C(N(CC)CC)C.O1CCCC1.[NH2:29][C:30]1[CH:34]=[C:33]([C:35]([CH3:38])([CH3:37])[CH3:36])[O:32][N:31]=1. Product: [C:35]([C:33]1[O:32][N:31]=[C:30]([NH:29][C:13]([C@:9]2([CH3:16])[CH2:10][CH2:11][CH2:12][N:8]2[C:5]2[CH:4]=[CH:3][C:2]([Cl:1])=[CH:7][CH:6]=2)=[O:15])[CH:34]=1)([CH3:38])([CH3:37])[CH3:36]. The catalyst class is: 13.